Dataset: Full USPTO retrosynthesis dataset with 1.9M reactions from patents (1976-2016). Task: Predict the reactants needed to synthesize the given product. Given the product [N+:21]([C:16]1[CH:17]=[CH:18][CH:19]=[CH:20][C:15]=1[N:1]1[CH2:13][CH2:12][CH2:11][CH:3]([C:4]([O:6][C:7]([CH3:9])([CH3:10])[CH3:8])=[O:5])[CH2:2]1)([O-:23])=[O:22], predict the reactants needed to synthesize it. The reactants are: [NH:1]1[CH2:13][CH2:12][CH2:11][CH:3]([C:4]([O:6][C:7]([CH3:10])([CH3:9])[CH3:8])=[O:5])[CH2:2]1.F[C:15]1[CH:20]=[CH:19][CH:18]=[CH:17][C:16]=1[N+:21]([O-:23])=[O:22].[F-].[Cs+].